From a dataset of Peptide-MHC class I binding affinity with 185,985 pairs from IEDB/IMGT. Regression. Given a peptide amino acid sequence and an MHC pseudo amino acid sequence, predict their binding affinity value. This is MHC class I binding data. (1) The MHC is HLA-A02:02 with pseudo-sequence HLA-A02:02. The peptide sequence is YSDGNLHLL. The binding affinity (normalized) is 0.762. (2) The peptide sequence is GSVNVVYTF. The MHC is HLA-B18:01 with pseudo-sequence HLA-B18:01. The binding affinity (normalized) is 0.322. (3) The peptide sequence is RRGGRWILAIP. The MHC is Mamu-B08 with pseudo-sequence Mamu-B08. The binding affinity (normalized) is 0.384. (4) The peptide sequence is AVDLSHFLK. The MHC is HLA-A30:01 with pseudo-sequence HLA-A30:01. The binding affinity (normalized) is 0.140. (5) The peptide sequence is ARIDARIDF. The MHC is HLA-A26:03 with pseudo-sequence HLA-A26:03. The binding affinity (normalized) is 0.248. (6) The peptide sequence is GTYVVESVF. The MHC is HLA-B57:01 with pseudo-sequence HLA-B57:01. The binding affinity (normalized) is 0.541.